From a dataset of Full USPTO retrosynthesis dataset with 1.9M reactions from patents (1976-2016). Predict the reactants needed to synthesize the given product. Given the product [N+:1]([C:4]1[C:9]([N+:10]([O-:12])=[O:11])=[CH:8][CH:7]=[CH:6][C:5]=1[O:13][CH3:16])([O-:3])=[O:2], predict the reactants needed to synthesize it. The reactants are: [N+:1]([C:4]1[C:9]([N+:10]([O-:12])=[O:11])=[CH:8][CH:7]=[CH:6][C:5]=1[OH:13])([O-:3])=[O:2].IC.[C:16]([O-])([O-])=O.[K+].[K+].